From a dataset of Full USPTO retrosynthesis dataset with 1.9M reactions from patents (1976-2016). Predict the reactants needed to synthesize the given product. (1) Given the product [N+:4]([C:7]1[CH:8]=[C:9]([CH2:10][C:1]#[N:2])[CH:12]=[CH:13][CH:14]=1)([O-:6])=[O:5], predict the reactants needed to synthesize it. The reactants are: [C-:1]#[N:2].[Na+].[N+:4]([C:7]1[CH:8]=[C:9]([CH:12]=[CH:13][CH:14]=1)[CH2:10]Br)([O-:6])=[O:5]. (2) The reactants are: [O-:1][N+:2]1[C:7]2[CH:8]=[CH:9][CH:10]=[CH:11][C:6]=2[N+:5]([O-:12])=[C:4]([NH:13][CH2:14][CH2:15][CH2:16][N:17]([CH2:25][CH2:26][CH2:27][NH:28]C(=O)C(F)(F)F)[C:18](=[O:24])[O:19][C:20]([CH3:23])([CH3:22])[CH3:21])[N:3]=1.C([O-])([O-])=O.[K+].[K+]. Given the product [NH2:28][CH2:27][CH2:26][CH2:25][N:17]([CH2:16][CH2:15][CH2:14][NH:13][C:4]1[N:3]=[N+:2]([O-:1])[C:7]2[CH:8]=[CH:9][CH:10]=[CH:11][C:6]=2[N+:5]=1[O-:12])[C:18](=[O:24])[O:19][C:20]([CH3:22])([CH3:23])[CH3:21], predict the reactants needed to synthesize it. (3) Given the product [CH3:6][S:7][C:8]1[C:13]([NH:14][C:15](=[O:18])[CH2:16][Br:29])=[C:12]([S:19][CH3:20])[CH:11]=[C:10]([CH3:21])[N:9]=1, predict the reactants needed to synthesize it. The reactants are: CS(Cl)(=O)=O.[CH3:6][S:7][C:8]1[C:13]([NH:14][C:15](=[O:18])[CH2:16]O)=[C:12]([S:19][CH3:20])[CH:11]=[C:10]([CH3:21])[N:9]=1.C(N(CC)CC)C.[Br-:29].[Na+]. (4) Given the product [C:31]([OH:38])(=[O:37])/[CH:32]=[CH:33]/[C:34]([OH:36])=[O:35].[CH3:22][C:19]1[CH:18]=[CH:17][C:16]([S:15][C:9]2[C:8]3[NH:7][C@@H:6]4[CH2:5][CH2:4][NH:3][CH2:2][C@@H:14]4[C:13]=3[CH:12]=[CH:11][CH:10]=2)=[CH:21][CH:20]=1, predict the reactants needed to synthesize it. The reactants are: Cl.[CH2:2]1[C:14]2[C:13]3[CH:12]=[CH:11][CH:10]=[C:9]([S:15][C:16]4[CH:21]=[CH:20][C:19]([CH3:22])=[CH:18][CH:17]=4)[C:8]=3[NH:7][C:6]=2[CH2:5][CH2:4][NH:3]1.N#N.[BH3-]C#N.[Na+].[OH-].[Na+].[C:31]([OH:38])(=[O:37])/[CH:32]=[CH:33]/[C:34]([OH:36])=[O:35]. (5) Given the product [Cl:1][C:2]1[CH:3]=[CH:4][C:5]([N:8]2[C:16]([C:17]3[CH:22]=[CH:21][CH:20]=[CH:19][C:18]=3[Cl:23])=[N:15][C:14]3[C:9]2=[N:10][CH:11]=[N:12][C:13]=3[N:24]2[CH2:25][CH:26]3[CH:28]([C:27]3([N:32]3[CH2:37][CH2:36][O:35][CH2:34][CH2:33]3)[C:30]([NH2:31])=[O:38])[CH2:29]2)=[CH:6][CH:7]=1, predict the reactants needed to synthesize it. The reactants are: [Cl:1][C:2]1[CH:7]=[CH:6][C:5]([N:8]2[C:16]([C:17]3[CH:22]=[CH:21][CH:20]=[CH:19][C:18]=3[Cl:23])=[N:15][C:14]3[C:9]2=[N:10][CH:11]=[N:12][C:13]=3[N:24]2[CH2:29][CH:28]3[CH:26]([C:27]3([N:32]3[CH2:37][CH2:36][O:35][CH2:34][CH2:33]3)[C:30]#[N:31])[CH2:25]2)=[CH:4][CH:3]=1.[OH:38]S(O)(=O)=O. (6) Given the product [F:28][C:26]1[CH:25]=[C:24]([N:29]2[CH2:33][CH2:32][CH2:31][C@H:30]2[C:34]2[CH:35]=[C:36]([C:51]([N:63]3[CH2:68][CH2:67][O:66][CH2:65][CH2:64]3)=[O:53])[CH:37]=[C:38]3[C:43]=2[O:42][C:41]([N:44]2[CH2:45][CH2:46][O:47][CH2:48][CH2:49]2)=[CH:40][C:39]3=[O:50])[CH:23]=[C:22]([F:21])[CH:27]=1, predict the reactants needed to synthesize it. The reactants are: [B-](F)(F)(F)F.CN(C(ON1C(=O)CCC1=O)=[N+](C)C)C.[F:21][C:22]1[CH:23]=[C:24]([N:29]2[CH2:33][CH2:32][CH2:31][C@H:30]2[C:34]2[CH:35]=[C:36]([C:51]([OH:53])=O)[CH:37]=[C:38]3[C:43]=2[O:42][C:41]([N:44]2[CH2:49][CH2:48][O:47][CH2:46][CH2:45]2)=[CH:40][C:39]3=[O:50])[CH:25]=[C:26]([F:28])[CH:27]=1.CCN(C(C)C)C(C)C.[NH:63]1[CH2:68][CH2:67][O:66][CH2:65][CH2:64]1. (7) Given the product [CH2:21]([N:23]([CH2:24][CH3:25])[CH2:27][CH2:29][O:30][C:9]1[CH:8]=[CH:7][C:6]2[C:5](=[O:18])[C:4]3[C:13](=[CH:14][CH:15]=[C:2]([O:1][CH2:22][CH2:21][N:23]([CH2:27][CH3:28])[CH2:24][CH3:25])[CH:3]=3)[C:12](=[O:16])[C:11]=2[CH:10]=1)[CH3:22], predict the reactants needed to synthesize it. The reactants are: [OH:1][C:2]1[CH:15]=[CH:14][C:13]2[C:12](=[O:16])[C:11]3[C:6](=[CH:7][CH:8]=[C:9](O)[CH:10]=3)[C:5](=[O:18])[C:4]=2[CH:3]=1.[H-].[Na+].[CH2:21]([N:23]([CH2:27][CH3:28])[CH2:24][CH2:25]Cl)[CH3:22].[CH3:29][OH:30]. (8) Given the product [CH2:1]([O:3][C:4]([C:6]1[C:7]([CH3:19])=[C:8]([CH:12]=[O:13])[NH:9][C:10]=1[CH3:11])=[O:5])[CH3:2], predict the reactants needed to synthesize it. The reactants are: [CH2:1]([O:3][C:4]([C:6]1[C:7]([CH3:19])=[C:8]([C:12](OC(C)(C)C)=[O:13])[NH:9][C:10]=1[CH3:11])=[O:5])[CH3:2].C(OCC)(OCC)OCC. (9) Given the product [C:8]([O:7][C:5]([C:4]1[C:12]([OH:24])=[C:13]([C:20]([F:22])([F:23])[F:21])[CH:14]=[C:15]([OH:16])[C:3]=1[CH2:2][O:28][C:29]1[CH:30]=[CH:31][C:32]([C:35]2[CH:36]=[CH:37][C:38]([CH2:41][C:42]([OH:44])=[O:43])=[CH:39][CH:40]=2)=[CH:33][CH:34]=1)=[O:6])([CH3:11])([CH3:9])[CH3:10], predict the reactants needed to synthesize it. The reactants are: Br[CH2:2][C:3]1[C:15]([O:16]COC)=[CH:14][C:13]([C:20]([F:23])([F:22])[F:21])=[C:12]([O:24]COC)[C:4]=1[C:5]([O:7][C:8]([CH3:11])([CH3:10])[CH3:9])=[O:6].[OH:28][C:29]1[CH:34]=[CH:33][C:32]([C:35]2[CH:40]=[CH:39][C:38]([CH2:41][C:42]([O:44]C)=[O:43])=[CH:37][CH:36]=2)=[CH:31][CH:30]=1.